From a dataset of Catalyst prediction with 721,799 reactions and 888 catalyst types from USPTO. Predict which catalyst facilitates the given reaction. (1) Reactant: Cl[C:2]1[C:7]([CH2:8][NH:9][C:10]2[C:15]([F:16])=[C:14]([O:17][CH3:18])[CH:13]=[C:12]([O:19][CH3:20])[C:11]=2[F:21])=[CH:6][N:5]=[C:4]2[N:22]([CH2:25][C:26]3[CH:31]=[CH:30][C:29]([O:32][CH3:33])=[CH:28][CH:27]=3)[N:23]=[CH:24][C:3]=12.[CH3:34][N:35]1[CH:39]=[C:38]([NH2:40])[CH:37]=[N:36]1.C(=O)([O-])[O-].[Cs+].[Cs+].CC1(C)C2C=CC=C(P(C3C=CC=CC=3)C3C=CC=CC=3)C=2OC2C1=CC=CC=2P(C1C=CC=CC=1)C1C=CC=CC=1. Product: [F:21][C:11]1[C:12]([O:19][CH3:20])=[CH:13][C:14]([O:17][CH3:18])=[C:15]([F:16])[C:10]=1[NH:9][CH2:8][C:7]1[CH:6]=[N:5][C:4]2[N:22]([CH2:25][C:26]3[CH:31]=[CH:30][C:29]([O:32][CH3:33])=[CH:28][CH:27]=3)[N:23]=[CH:24][C:3]=2[C:2]=1[NH:40][C:38]1[CH:37]=[N:36][N:35]([CH3:34])[CH:39]=1. The catalyst class is: 164. (2) Reactant: [Br:1][C:2]1[CH:11]=[CH:10][C:9]2[N:8]=[CH:7][C:6]3[NH:12][C:13](=[O:26])[N:14]([C:15]4[CH:20]=[CH:19][C:18]([C:21]([CH3:25])([CH3:24])[C:22]#[N:23])=[CH:17][CH:16]=4)[C:5]=3[C:4]=2[CH:3]=1.C(N(CC)CC)C.[Br:34][C:35]1[CH:36]=[C:37]([S:41](Cl)(=[O:43])=[O:42])[CH:38]=[CH:39][CH:40]=1.O. Product: [Br:1][C:2]1[CH:11]=[CH:10][C:9]2[N:8]=[CH:7][C:6]3[N:12]([S:41]([C:37]4[CH:38]=[CH:39][CH:40]=[C:35]([Br:34])[CH:36]=4)(=[O:43])=[O:42])[C:13](=[O:26])[N:14]([C:15]4[CH:20]=[CH:19][C:18]([C:21]([CH3:24])([CH3:25])[C:22]#[N:23])=[CH:17][CH:16]=4)[C:5]=3[C:4]=2[CH:3]=1. The catalyst class is: 4.